Dataset: Full USPTO retrosynthesis dataset with 1.9M reactions from patents (1976-2016). Task: Predict the reactants needed to synthesize the given product. (1) The reactants are: [CH3:1][O:2][C:3](=[O:24])[C:4]1[CH:9]=[CH:8][C:7]([CH:10]([O:14][C:15]2[CH:20]=[C:19]([CH3:21])[C:18](Br)=[C:17]([CH3:23])[CH:16]=2)[CH:11]([CH3:13])[CH3:12])=[CH:6][CH:5]=1.[F-].[K+].[CH:27]([C:30]1[CH:35]=[CH:34][C:33](B(O)O)=[CH:32][CH:31]=1)([CH3:29])[CH3:28]. Given the product [CH3:1][O:2][C:3](=[O:24])[C:4]1[CH:9]=[CH:8][C:7]([CH:10]([O:14][C:15]2[CH:20]=[C:19]([CH3:21])[C:18]([C:33]3[CH:34]=[CH:35][C:30]([CH:27]([CH3:29])[CH3:28])=[CH:31][CH:32]=3)=[C:17]([CH3:23])[CH:16]=2)[CH:11]([CH3:13])[CH3:12])=[CH:6][CH:5]=1, predict the reactants needed to synthesize it. (2) Given the product [Cl:1][C:2]1[CH:3]=[C:4]2[C:10]([C:31]3[N:36]=[C:35]([NH:37][C@H:38]4[CH2:43][CH2:42][CH2:41][N:40]([C:44]([O:46][C:47]([CH3:49])([CH3:48])[CH3:50])=[O:45])[CH2:39]4)[C:34]([F:51])=[CH:33][N:32]=3)=[CH:9][N:8]([S:20]([C:23]3[CH:24]=[CH:25][C:26]([CH3:29])=[CH:27][CH:28]=3)(=[O:22])=[O:21])[C:5]2=[N:6][CH:7]=1, predict the reactants needed to synthesize it. The reactants are: [Cl:1][C:2]1[CH:3]=[C:4]2[C:10](B3OC(C)(C)C(C)(C)O3)=[CH:9][N:8]([S:20]([C:23]3[CH:28]=[CH:27][C:26]([CH3:29])=[CH:25][CH:24]=3)(=[O:22])=[O:21])[C:5]2=[N:6][CH:7]=1.Cl[C:31]1[N:36]=[C:35]([NH:37][C@H:38]2[CH2:43][CH2:42][CH2:41][N:40]([C:44]([O:46][C:47]([CH3:50])([CH3:49])[CH3:48])=[O:45])[CH2:39]2)[C:34]([F:51])=[CH:33][N:32]=1.C([O-])([O-])=O.[K+].[K+]. (3) Given the product [CH2:8]([N:15]1[C:8]2[C:9](=[CH:10][CH:11]=[C:1]([OH:4])[CH:2]=2)[C:14]([CH2:13][CH3:12])=[N:16]1)[C:9]1[CH:14]=[CH:13][CH:12]=[CH:11][CH:10]=1, predict the reactants needed to synthesize it. The reactants are: [C:1]([O-:4])(=O)[CH3:2].[Na+].Cl.Cl.[CH2:8]([NH:15][NH2:16])[C:9]1[CH:14]=[CH:13][CH:12]=[CH:11][CH:10]=1.O. (4) Given the product [Cl:11][C:12]1[CH:13]=[CH:14][CH:15]=[C:16]2[C:20]=1[NH:19][CH:18]=[C:17]2[CH:21]1[CH2:26][CH2:25][N:24]([CH2:9][CH:1]2[CH2:8][CH2:7][CH2:6][CH2:5][CH2:4][CH2:3][CH2:2]2)[CH2:23][CH2:22]1, predict the reactants needed to synthesize it. The reactants are: [CH:1]1([CH:9]=O)[CH2:8][CH2:7][CH2:6][CH2:5][CH2:4][CH2:3][CH2:2]1.[Cl:11][C:12]1[CH:13]=[CH:14][CH:15]=[C:16]2[C:20]=1[NH:19][CH:18]=[C:17]2[CH:21]1[CH2:26][CH2:25][NH:24][CH2:23][CH2:22]1.